Dataset: Peptide-MHC class II binding affinity with 134,281 pairs from IEDB. Task: Regression. Given a peptide amino acid sequence and an MHC pseudo amino acid sequence, predict their binding affinity value. This is MHC class II binding data. (1) The peptide sequence is GELQIVDKIDAAFPI. The MHC is DRB3_0202 with pseudo-sequence DRB3_0202. The binding affinity (normalized) is 0.270. (2) The peptide sequence is AAGTAAQAAVVRFQE. The MHC is DRB1_1201 with pseudo-sequence DRB1_1201. The binding affinity (normalized) is 0.154.